This data is from Reaction yield outcomes from USPTO patents with 853,638 reactions. The task is: Predict the reaction yield, written as a fraction of the theoretical maximum amount of product (1.0 means a 100% yield; for example, 0.34 means a 34% yield). (1) The reactants are [Cl:1][C:2]1[CH:16]=[CH:15][C:5]([C:6]([NH:8][CH:9]2[CH2:14][CH2:13][O:12][CH2:11][CH2:10]2)=[O:7])=[C:4]([S:17][CH2:18][CH2:19][CH3:20])[N:3]=1.[H-].[Na+].[CH3:23]I. The catalyst is CN(C=O)C. The product is [Cl:1][C:2]1[CH:16]=[CH:15][C:5]([C:6]([N:8]([CH3:23])[CH:9]2[CH2:10][CH2:11][O:12][CH2:13][CH2:14]2)=[O:7])=[C:4]([S:17][CH2:18][CH2:19][CH3:20])[N:3]=1. The yield is 0.990. (2) The reactants are O.[OH-].[Li+].C([O:6][C:7]([CH:9]1[CH2:14][CH2:13][CH2:12][CH2:11][N:10]1[C:15]([C:17]1[O:18][C:19]([CH2:22][O:23][C:24]2[CH:29]=[CH:28][C:27]([C:30]3[CH:35]=[CH:34][CH:33]=[CH:32][CH:31]=3)=[CH:26][CH:25]=2)=[CH:20][CH:21]=1)=[O:16])=[O:8])C. The catalyst is O.O1CCCC1.CO. The product is [C:27]1([C:30]2[CH:31]=[CH:32][CH:33]=[CH:34][CH:35]=2)[CH:26]=[CH:25][C:24]([O:23][CH2:22][C:19]2[O:18][C:17]([C:15]([N:10]3[CH2:11][CH2:12][CH2:13][CH2:14][CH:9]3[C:7]([OH:8])=[O:6])=[O:16])=[CH:21][CH:20]=2)=[CH:29][CH:28]=1. The yield is 0.830. (3) The reactants are Cl.[NH2:2][CH2:3][C:4]([NH:6][CH:7]1[C:16]2[C:11](=[CH:12][CH:13]=[CH:14][CH:15]=2)[CH2:10][CH2:9][CH2:8]1)=[O:5].CCN(C(C)C)C(C)C.C1C=CC2N(O)N=NC=2C=1.[CH2:36]([O:43][C:44]1[CH:54]=[CH:53][C:47]([O:48][CH2:49][C:50](O)=[O:51])=[CH:46][CH:45]=1)[C:37]1[CH:42]=[CH:41][CH:40]=[CH:39][CH:38]=1. The catalyst is CN(C=O)C.ClCCCl. The product is [CH2:36]([O:43][C:44]1[CH:45]=[CH:46][C:47]([O:48][CH2:49][C:50]([NH:2][CH2:3][C:4](=[O:5])[NH:6][CH:7]2[C:16]3[C:11](=[CH:12][CH:13]=[CH:14][CH:15]=3)[CH2:10][CH2:9][CH2:8]2)=[O:51])=[CH:53][CH:54]=1)[C:37]1[CH:38]=[CH:39][CH:40]=[CH:41][CH:42]=1. The yield is 0.467. (4) The reactants are [CH3:1][O:2][C:3]1[CH:11]=[CH:10][CH:9]=[C:8]2[C:4]=1[CH2:5][C:6](=[O:12])[NH:7]2.[CH3:13]N(C)CCN(C)C.[Li+].CCC[CH2-].IC.Cl.[Cl-].[Na+]. The catalyst is C(OCC)(=O)C.CO.O1CCCC1. The product is [CH3:1][O:2][C:3]1[CH:11]=[CH:10][CH:9]=[C:8]2[C:4]=1[CH:5]([CH3:13])[C:6](=[O:12])[NH:7]2. The yield is 0.916.